From a dataset of M1 muscarinic receptor agonist screen with 61,833 compounds. Binary Classification. Given a drug SMILES string, predict its activity (active/inactive) in a high-throughput screening assay against a specified biological target. (1) The compound is O(C(=O)C1NC(CCC1)C(OCCCC)=O)CCCC. The result is 0 (inactive). (2) The drug is s1c2c(CCC2)c(c1NC(OC)=O)C(OCC)=O. The result is 0 (inactive). (3) The drug is Fc1ccc(c2n(NC(=O)c3occc3)c(CCC(O)=O)cc2)cc1. The result is 0 (inactive). (4) The drug is S(c1n(c(nn1)c1ncccc1)C)CC(=O)Nc1c(OC)ccc(NC(=O)C)c1. The result is 0 (inactive). (5) The compound is O=C(Nc1c(OC)ccc(OC)c1)C1CCC(CC1)CNC1=C(N2CCC(CC2)C)C(=O)C1=O. The result is 0 (inactive). (6) The drug is Fc1c(N2CCN(CC2)C(=O)c2occc2)cc2n(CC)cc(c(=O)c2c1)C(=O)NCc1occc1. The result is 0 (inactive). (7) The compound is Clc1cc(N2CCN(C(=O)C3CCN(CC3)c3sc(nn3)n3cccc3)CC2)c(cc1)C. The result is 0 (inactive). (8) The compound is s1c2n(c(P(c3n4c(scc4)nc3C)c3n4c(scc4)nc3C)c(n2)C)cc1. The result is 0 (inactive). (9) The drug is S1CC(=Nn2c(nnc12)c1ccc(OCC)cc1)c1ccc(OC)cc1. The result is 0 (inactive).